From a dataset of Full USPTO retrosynthesis dataset with 1.9M reactions from patents (1976-2016). Predict the reactants needed to synthesize the given product. (1) Given the product [CH2:18]([NH:20][C:7](=[O:9])[C:6]1[CH:10]=[CH:11][C:12]([F:13])=[C:4]([N+:1]([O-:3])=[O:2])[CH:5]=1)[CH2:17][CH2:16][CH3:15], predict the reactants needed to synthesize it. The reactants are: [N+:1]([C:4]1[CH:5]=[C:6]([CH:10]=[CH:11][C:12]=1[F:13])[C:7]([OH:9])=O)([O-:3])=[O:2].C1C=[C:18]2[N:20]=NN(O)[C:17]2=[CH:16][CH:15]=1.O.C(Cl)CCl.C(N)CCC. (2) Given the product [CH3:78][S:79]([O:68][CH2:67][CH2:66][O:65][C:61]1[CH:62]=[CH:63][CH:64]=[C:59]([N:25]2[C:26]([NH:28][C:29](=[O:30])[NH:31][C@@H:32]3[C:41]4[C:36](=[CH:37][CH:38]=[CH:39][CH:40]=4)[C@H:35]([O:42][C:43]4[CH:44]=[CH:45][C:46]5[N:47]([C:49]([N:52]6[CH2:57][CH2:56][CH2:55][CH2:54][C@@H:53]6[CH3:58])=[N:50][N:51]=5)[CH:48]=4)[CH2:34][CH2:33]3)=[CH:27][C:23]([C:20]([CH3:21])([CH3:22])[CH2:19][O:18][Si:1]([C:14]([CH3:16])([CH3:15])[CH3:17])([C:8]3[CH:13]=[CH:12][CH:11]=[CH:10][CH:9]=3)[C:2]3[CH:3]=[CH:4][CH:5]=[CH:6][CH:7]=3)=[N:24]2)[CH:60]=1)(=[O:81])=[O:80], predict the reactants needed to synthesize it. The reactants are: [Si:1]([O:18][CH2:19][C:20]([C:23]1[CH:27]=[C:26]([NH:28][C:29]([NH:31][C@@H:32]2[C:41]3[C:36](=[CH:37][CH:38]=[CH:39][CH:40]=3)[C@H:35]([O:42][C:43]3[CH:44]=[CH:45][C:46]4[N:47]([C:49]([N:52]5[CH2:57][CH2:56][CH2:55][CH2:54][C@@H:53]5[CH3:58])=[N:50][N:51]=4)[CH:48]=3)[CH2:34][CH2:33]2)=[O:30])[N:25]([C:59]2[CH:64]=[CH:63][CH:62]=[C:61]([O:65][CH2:66][CH2:67][OH:68])[CH:60]=2)[N:24]=1)([CH3:22])[CH3:21])([C:14]([CH3:17])([CH3:16])[CH3:15])([C:8]1[CH:13]=[CH:12][CH:11]=[CH:10][CH:9]=1)[C:2]1[CH:7]=[CH:6][CH:5]=[CH:4][CH:3]=1.CCN(C(C)C)C(C)C.[CH3:78][S:79](Cl)(=[O:81])=[O:80].